This data is from Catalyst prediction with 721,799 reactions and 888 catalyst types from USPTO. The task is: Predict which catalyst facilitates the given reaction. (1) Reactant: [Cl:1][C:2]1[CH:7]=[CH:6][C:5]([C:8]2[O:12][C:11]([C:13]3[CH:14]=[C:15]([NH2:20])[C:16]([NH2:19])=[CH:17][CH:18]=3)=[N:10][N:9]=2)=[CH:4][CH:3]=1.[Cl:21][C:22]1[CH:29]=[C:28]([N:30]2[CH2:35][CH2:34][O:33][CH2:32][CH2:31]2)[CH:27]=[C:26]([Cl:36])[C:23]=1[CH:24]=O. Product: [Cl:1][C:2]1[CH:3]=[CH:4][C:5]([C:8]2[O:12][C:11]([C:13]3[CH:18]=[CH:17][C:16]4[N:19]=[C:24]([C:23]5[C:22]([Cl:21])=[CH:29][C:28]([N:30]6[CH2:31][CH2:32][O:33][CH2:34][CH2:35]6)=[CH:27][C:26]=5[Cl:36])[NH:20][C:15]=4[CH:14]=3)=[N:10][N:9]=2)=[CH:6][CH:7]=1. The catalyst class is: 16. (2) Reactant: [Cl:1][C:2]1[CH:10]=[C:9]2[C:5]([C:6]([CH:11]=O)=[CH:7][NH:8]2)=[CH:4][CH:3]=1.[CH:13]([NH2:15])=O.[BH4-].[Na+].[C-]#N.[K+]. Product: [Cl:1][C:2]1[CH:10]=[C:9]2[C:5]([C:6]([CH2:11][C:13]#[N:15])=[CH:7][NH:8]2)=[CH:4][CH:3]=1. The catalyst class is: 5. (3) Reactant: [OH:1][CH2:2][CH2:3][N:4]([CH3:12])[C:5](=[O:11])[O:6][C:7]([CH3:10])([CH3:9])[CH3:8].[Br:13][C:14]1[CH:19]=[CH:18][C:17](O)=[CH:16][CH:15]=1.C1C=CC(P(C2C=CC=CC=2)C2C=CC=CC=2)=CC=1.CC(OC(/N=N/C(OC(C)C)=O)=O)C. Product: [Br:13][C:14]1[CH:19]=[CH:18][C:17]([O:1][CH2:2][CH2:3][N:4]([CH3:12])[C:5](=[O:11])[O:6][C:7]([CH3:8])([CH3:9])[CH3:10])=[CH:16][CH:15]=1. The catalyst class is: 1. (4) The catalyst class is: 2. Product: [CH:1]1([NH:4][C:5]([NH:6][C:7]2[CH:41]=[CH:40][C:10]([O:11][C:12]3[CH:17]=[CH:16][N:15]=[C:14]4[CH:18]=[C:19]([C:21]5[N:22]=[CH:23][N:24]([CH2:26][CH2:27][NH:28][CH2:36][CH2:37][O:38][CH3:39])[CH:25]=5)[S:20][C:13]=34)=[C:9]([F:42])[CH:8]=2)=[O:43])[CH2:3][CH2:2]1. Reactant: [CH:1]1([NH:4][C:5](=[O:43])[NH:6][C:7]2[CH:41]=[CH:40][C:10]([O:11][C:12]3[CH:17]=[CH:16][N:15]=[C:14]4[CH:18]=[C:19]([C:21]5[N:22]=[CH:23][N:24]([CH2:26][CH2:27][N:28]([CH2:36][CH2:37][O:38][CH3:39])C(=O)OC(C)(C)C)[CH:25]=5)[S:20][C:13]=34)=[C:9]([F:42])[CH:8]=2)[CH2:3][CH2:2]1.C(O)(C(F)(F)F)=O. (5) Reactant: [Cl:1][C:2]1[N:7]=[CH:6][C:5]([NH2:8])=[C:4]([C:9]2[C:10](F)=[N:11][CH:12]=[CH:13][CH:14]=2)[C:3]=1[F:16].C[Si]([N-][Si](C)(C)C)(C)C.[Na+]. Product: [Cl:1][C:2]1[N:7]=[CH:6][C:5]2[NH:8][C:10]3[N:11]=[CH:12][CH:13]=[CH:14][C:9]=3[C:4]=2[C:3]=1[F:16]. The catalyst class is: 1. (6) The catalyst class is: 81. Product: [C:25]1([CH3:52])[CH:30]=[CH:29][C:28]([C:31]([C@:33]([C:49]([OH:51])=[O:50])([OH:48])[C@:34]([C:39]([C:41]2[CH:42]=[CH:43][C:44]([CH3:47])=[CH:45][CH:46]=2)=[O:40])([OH:38])[C:35]([OH:37])=[O:36])=[O:32])=[CH:27][CH:26]=1.[CH3:1][CH:2]([CH3:18])[CH2:3][C@H:4]([NH2:17])[C:5]1[CH:10]=[CH:9][CH:8]=[CH:7][C:6]=1[N:11]1[CH2:16][CH2:15][CH2:14][CH2:13][CH2:12]1. Reactant: [CH3:1][CH:2]([CH3:18])[CH2:3][CH:4]([NH2:17])[C:5]1[CH:10]=[CH:9][CH:8]=[CH:7][C:6]=1[N:11]1[CH2:16][CH2:15][CH2:14][CH2:13][CH2:12]1.C(OCC)(=O)C.[C:25]1([CH3:52])[CH:30]=[CH:29][C:28]([C:31]([C@:33]([C:49]([OH:51])=[O:50])([OH:48])[C@:34]([C:39]([C:41]2[CH:46]=[CH:45][C:44]([CH3:47])=[CH:43][CH:42]=2)=[O:40])([OH:38])[C:35]([OH:37])=[O:36])=[O:32])=[CH:27][CH:26]=1. (7) Reactant: F[C:2]1[CH:3]=[C:4]([O:12][CH3:13])[C:5]([N+:9]([O-:11])=[O:10])=[C:6]([OH:8])[CH:7]=1.[NH:14]1[CH2:19][CH2:18][O:17][CH2:16][CH2:15]1. Product: [CH3:13][O:12][C:4]1[C:5]([N+:9]([O-:11])=[O:10])=[C:6]([OH:8])[CH:7]=[C:2]([N:14]2[CH2:19][CH2:18][O:17][CH2:16][CH2:15]2)[CH:3]=1. The catalyst class is: 58. (8) Reactant: [C:1]([O:5][C:6]([N:8]1[CH2:12][C@@H:11]([CH2:13][OH:14])[C@H:10]([CH2:15][OH:16])[CH2:9]1)=[O:7])([CH3:4])([CH3:3])[CH3:2].[H-].[Na+].[CH2:19]([O:26][C:27]1[CH:32]=[CH:31][C:30]([C:33]2[CH:38]=[C:37](Cl)[N:36]=[N:35][C:34]=2[CH2:40][CH2:41][CH2:42][CH3:43])=[CH:29][CH:28]=1)[C:20]1[CH:25]=[CH:24][CH:23]=[CH:22][CH:21]=1.O. Product: [C:1]([O:5][C:6]([N:8]1[CH2:9][C@@H:10]([CH2:15][OH:16])[C@H:11]([CH2:13][O:14][C:37]2[N:36]=[N:35][C:34]([CH2:40][CH2:41][CH2:42][CH3:43])=[C:33]([C:30]3[CH:29]=[CH:28][C:27]([O:26][CH2:19][C:20]4[CH:21]=[CH:22][CH:23]=[CH:24][CH:25]=4)=[CH:32][CH:31]=3)[CH:38]=2)[CH2:12]1)=[O:7])([CH3:4])([CH3:3])[CH3:2]. The catalyst class is: 1. (9) Reactant: C([O:8][N:9]([CH2:12][CH:13]1[CH:17]([CH2:18][CH2:19][CH2:20][CH3:21])[CH2:16][N:15]([CH2:22][C:23]2[CH:28]=[CH:27][C:26]([OH:29])=[CH:25][CH:24]=2)[C:14]1=[O:30])[CH:10]=[O:11])C1C=CC=CC=1. Product: [CH2:18]([CH:17]1[CH2:16][N:15]([CH2:22][C:23]2[CH:28]=[CH:27][C:26]([OH:29])=[CH:25][CH:24]=2)[C:14](=[O:30])[CH:13]1[CH2:12][N:9]([OH:8])[CH:10]=[O:11])[CH2:19][CH2:20][CH3:21]. The catalyst class is: 19. (10) Reactant: [Br:1][C:2]1[CH:7]=[CH:6][C:5]([CH:8]2[CH2:13][CH:12]([S:14]([C:17]3[CH:18]=[C:19]([OH:23])[CH:20]=[CH:21][CH:22]=3)(=[O:16])=[O:15])[CH2:11][CH2:10][O:9]2)=[C:4]([F:24])[CH:3]=1.[CH3:25]C(C)([O-])C.[K+].CI. Product: [Br:1][C:2]1[CH:7]=[CH:6][C:5]([CH:8]2[CH2:13][C:12]([S:14]([C:17]3[CH:18]=[C:19]([OH:23])[CH:20]=[CH:21][CH:22]=3)(=[O:16])=[O:15])([CH3:25])[CH2:11][CH2:10][O:9]2)=[C:4]([F:24])[CH:3]=1. The catalyst class is: 1.